From a dataset of Full USPTO retrosynthesis dataset with 1.9M reactions from patents (1976-2016). Predict the reactants needed to synthesize the given product. (1) Given the product [CH3:55][N:56]([CH3:60])[CH2:57][CH2:58][NH:59][C:24]([C:20]1[C:21]2[C:16](=[N:15][C:14]3[C:23]([N:22]=2)=[C:10]2[CH:9]=[CH:8][CH:7]=[C:6]([S:3](=[O:4])(=[O:5])[N:2]([CH3:1])[CH3:27])[C:11]2=[CH:12][CH:13]=3)[CH:17]=[CH:18][CH:19]=1)=[O:25], predict the reactants needed to synthesize it. The reactants are: [CH3:1][N:2]([CH3:27])[S:3]([C:6]1[C:11]2=[CH:12][CH:13]=[C:14]3[C:23]([N:22]=[C:21]4[C:16]([CH:17]=[CH:18][CH:19]=[C:20]4[C:24](O)=[O:25])=[N:15]3)=[C:10]2[CH:9]=[CH:8][CH:7]=1)(=[O:5])=[O:4].CN(C)S(C1C=CC2=C3C(=CC=C2C=1)N=C1C(C(C(O)=O)=CC=C1)=N3)(=O)=O.[CH3:55][N:56]([CH3:60])[CH2:57][CH2:58][NH2:59]. (2) Given the product [CH2:1]([O:5][C:6]1[N:14]=[C:13]2[C:9]([NH:10][C:11](=[O:29])[N:12]2[CH2:15][CH2:16][CH:21]2[CH2:20][CH2:6][N:7]([CH2:33][C:34]([NH:36][C:37]3[CH:42]=[CH:41][CH:40]=[C:39]([CH2:43][C:44]([O:46][CH3:47])=[O:45])[CH:38]=3)=[O:35])[CH2:8][CH2:9]2)=[C:8]([NH2:31])[N:7]=1)[CH2:2][CH2:3][CH3:4], predict the reactants needed to synthesize it. The reactants are: [CH2:1]([O:5][C:6]1[N:14]=[C:13]2[C:9]([N:10]=[C:11]([O:29]C)[N:12]2[CH2:15][CH:16]2[CH2:21][CH2:20]N(C(OC(C)(C)C)=O)CC2)=[C:8]([NH2:31])[N:7]=1)[CH2:2][CH2:3][CH3:4].Cl[CH2:33][C:34]([NH:36][C:37]1[CH:42]=[CH:41][CH:40]=[C:39]([CH2:43][C:44]([O:46][CH3:47])=[O:45])[CH:38]=1)=[O:35]. (3) Given the product [OH:10][CH2:12][C:3]1[C:4]([OH:9])=[N:5][C:6]([OH:8])=[N:7][C:2]=1[CH3:1], predict the reactants needed to synthesize it. The reactants are: [CH3:1][C:2]1[NH:7][C:6](=[O:8])[NH:5][C:4](=[O:9])[CH:3]=1.[OH-:10].[Na+].[CH2:12]=O.